This data is from Catalyst prediction with 721,799 reactions and 888 catalyst types from USPTO. The task is: Predict which catalyst facilitates the given reaction. (1) Reactant: [N:1]([C@H:4]1[CH2:23][N:7]2[C:8](=[O:22])[N:9]([C:11]3[CH:16]=[CH:15][C:14]([O:17][C:18]([F:21])([F:20])[F:19])=[CH:13][CH:12]=3)[CH2:10][C@@H:6]2[CH2:5]1)=[N+]=[N-]. Product: [NH2:1][C@H:4]1[CH2:23][N:7]2[C:8](=[O:22])[N:9]([C:11]3[CH:16]=[CH:15][C:14]([O:17][C:18]([F:21])([F:19])[F:20])=[CH:13][CH:12]=3)[CH2:10][C@@H:6]2[CH2:5]1. The catalyst class is: 123. (2) The catalyst class is: 24. Product: [CH3:30][C:27]([O:26][C:24]([N:21]1[CH2:20][CH2:19][C:18]2[CH:31]=[CH:32][C:15]([CH2:14][O:13][C:10]3[N:11]=[CH:12][C:7]([C:5]([OH:6])=[O:4])=[N:8][CH:9]=3)=[CH:16][C:17]=2[CH2:23][CH2:22]1)=[O:25])([CH3:28])[CH3:29]. Reactant: [OH-].[Na+].C[O:4][C:5]([C:7]1[N:8]=[CH:9][C:10]([O:13][CH2:14][C:15]2[CH:32]=[CH:31][C:18]3[CH2:19][CH2:20][N:21]([C:24]([O:26][C:27]([CH3:30])([CH3:29])[CH3:28])=[O:25])[CH2:22][CH2:23][C:17]=3[CH:16]=2)=[N:11][CH:12]=1)=[O:6]. (3) Reactant: [F:1][C:2]1[CH:3]=[C:4]([C@@H:9]2[CH2:13][NH:12][CH2:11][C@H:10]2[NH:14][C:15](=[O:21])[O:16][C:17]([CH3:20])([CH3:19])[CH3:18])[CH:5]=[CH:6][C:7]=1[F:8].[S:22]1[CH:26]=[C:25]([CH:27]=O)[N:24]=[N:23]1.CCN(C(C)C)C(C)C.C(O[BH-](OC(=O)C)OC(=O)C)(=O)C.[Na+]. Product: [S:22]1[CH:26]=[C:25]([CH2:27][N:12]2[CH2:13][C@@H:9]([C:4]3[CH:5]=[CH:6][C:7]([F:8])=[C:2]([F:1])[CH:3]=3)[C@H:10]([NH:14][C:15](=[O:21])[O:16][C:17]([CH3:18])([CH3:20])[CH3:19])[CH2:11]2)[N:24]=[N:23]1. The catalyst class is: 2. (4) Reactant: [N+:1]([C:4]1[CH:5]=[C:6]([CH:19]=[CH:20][C:21]=1[N+:22]([O-])=O)[CH2:7][N:8]1[C:16](=[O:17])[C:15]2[C:10](=[CH:11][CH:12]=[CH:13][CH:14]=2)[C:9]1=[O:18])([O-])=O.C(O)C.C1COCC1. Product: [NH2:1][C:4]1[CH:5]=[C:6]([CH:19]=[CH:20][C:21]=1[NH2:22])[CH2:7][N:8]1[C:16](=[O:17])[C:15]2[C:10](=[CH:11][CH:12]=[CH:13][CH:14]=2)[C:9]1=[O:18]. The catalyst class is: 331. (5) Reactant: [F:1][C:2]1[CH:7]=[CH:6][C:5]([N:8]2[C:16]3[C:11](=[CH:12][C:13]([C:20](OC)=[O:21])=[C:14]([CH:17]([CH3:19])[CH3:18])[CH:15]=3)[CH:10]=[N:9]2)=[CH:4][CH:3]=1.[Li+].[BH4-]. Product: [F:1][C:2]1[CH:3]=[CH:4][C:5]([N:8]2[C:16]3[C:11](=[CH:12][C:13]([CH2:20][OH:21])=[C:14]([CH:17]([CH3:19])[CH3:18])[CH:15]=3)[CH:10]=[N:9]2)=[CH:6][CH:7]=1. The catalyst class is: 1. (6) Reactant: [CH2:1]([C:3]([C:21]1[CH:34]=[CH:33][C:24]([O:25][CH2:26][CH:27]([OH:32])[C:28]([CH3:31])([CH3:30])[CH3:29])=[C:23]([CH3:35])[CH:22]=1)([C:6]1[CH:11]=[CH:10][C:9]([CH2:12][NH:13][CH2:14][CH2:15][S:16]([CH3:19])(=[O:18])=[O:17])=[C:8]([CH3:20])[CH:7]=1)[CH2:4][CH3:5])[CH3:2].C([O-])(O)=O.[Na+].C1COCC1.[CH3:46][C:47]([O:50][C:51](O[C:51]([O:50][C:47]([CH3:49])([CH3:48])[CH3:46])=[O:52])=[O:52])([CH3:49])[CH3:48]. Product: [CH2:1]([C:3]([C:6]1[CH:11]=[CH:10][C:9]([CH2:12][N:13]([CH2:14][CH2:15][S:16]([CH3:19])(=[O:18])=[O:17])[C:51](=[O:52])[O:50][C:47]([CH3:49])([CH3:48])[CH3:46])=[C:8]([CH3:20])[CH:7]=1)([C:21]1[CH:34]=[CH:33][C:24]([O:25][CH2:26][CH:27]([OH:32])[C:28]([CH3:30])([CH3:29])[CH3:31])=[C:23]([CH3:35])[CH:22]=1)[CH2:4][CH3:5])[CH3:2]. The catalyst class is: 6. (7) Reactant: Cl[CH2:2][CH2:3][C:4]([NH2:6])=[O:5].[NH2:7][C:8]1[S:9][C:10]2[C:15](=[O:16])[N:14]=[C:13]([S:17][CH2:18][C:19]3[CH:24]=[CH:23][CH:22]=[CH:21][C:20]=3[F:25])[NH:12][C:11]=2[N:26]=1.C(N(CC)C(C)C)(C)C.[I-].[Na+]. Product: [NH2:7][C:8]1[S:9][C:10]2[C:15]([O:16][CH2:2][CH2:3][C:4]([NH2:6])=[O:5])=[N:14][C:13]([S:17][CH2:18][C:19]3[CH:24]=[CH:23][CH:22]=[CH:21][C:20]=3[F:25])=[N:12][C:11]=2[N:26]=1. The catalyst class is: 3. (8) Reactant: [Cl:1][C:2]1[CH:21]=[CH:20][C:19]([Cl:22])=[CH:18][C:3]=1[CH2:4][N:5]1[C:9](I)=[C:8]([I:11])[N:7]=[C:6]1[C:12]1[CH:13]=[N:14][CH:15]=[CH:16][CH:17]=1.[CH3:23]C[Mg+].[Br-].[OH2:27]. Product: [Cl:1][C:2]1[CH:21]=[CH:20][C:19]([Cl:22])=[CH:18][C:3]=1[CH2:4][N:5]1[C:9]([CH:23]=[O:27])=[C:8]([I:11])[N:7]=[C:6]1[C:12]1[CH:13]=[N:14][CH:15]=[CH:16][CH:17]=1. The catalyst class is: 198. (9) Reactant: F[C:2]1[CH:3]=[N:4][CH:5]=[CH:6][C:7]=1[CH:8]=O.CN(C)C=O.C(=O)([O-])[O-].[K+].[K+].[SH:21][CH2:22][C:23]([O:25][CH3:26])=[O:24]. Product: [S:21]1[C:2]2=[CH:3][N:4]=[CH:5][CH:6]=[C:7]2[CH:8]=[C:22]1[C:23]([O:25][CH3:26])=[O:24]. The catalyst class is: 6.